This data is from Peptide-MHC class I binding affinity with 185,985 pairs from IEDB/IMGT. The task is: Regression. Given a peptide amino acid sequence and an MHC pseudo amino acid sequence, predict their binding affinity value. This is MHC class I binding data. (1) The peptide sequence is LQNLAIESI. The MHC is HLA-B27:05 with pseudo-sequence HLA-B27:05. The binding affinity (normalized) is 0.353. (2) The peptide sequence is VMTEGRHAV. The MHC is HLA-B27:05 with pseudo-sequence HLA-B27:05. The binding affinity (normalized) is 0.0847. (3) The peptide sequence is FGALFMWLL. The MHC is HLA-B18:01 with pseudo-sequence HLA-B18:01. The binding affinity (normalized) is 0.0847.